Dataset: Reaction yield outcomes from USPTO patents with 853,638 reactions. Task: Predict the reaction yield, written as a fraction of the theoretical maximum amount of product (1.0 means a 100% yield; for example, 0.34 means a 34% yield). (1) The reactants are [CH3:1][N:2]1[C@@H:18]2[CH2:19][C:7]3[CH:8]=[CH:9][C:10]([O:22][CH3:23])=[C:11]4[O:12][C@H:13]5[C:14]([O:20][CH3:21])=[CH:15][CH:16]=[C:17]2[C@:5]5([C:6]=34)[CH2:4][CH2:3]1.C(CN)O.O. The catalyst is COCC(O)C. The product is [CH3:1][N:2]1[C@@H:18]2[CH2:19][C:7]3[CH:8]=[CH:9][C:10]([O:22][CH3:23])=[C:11]4[O:12][C@H:13]5[C:14]([O:20][CH3:21])=[CH:15][CH2:16][C@@H:17]2[C@:5]5([C:6]=34)[CH2:4][CH2:3]1. The yield is 0.901. (2) The reactants are [B:10]1([B:10]2[O:14][C:13]([CH3:16])([CH3:15])[C:12]([CH3:18])([CH3:17])[O:11]2)[O:14][C:13]([CH3:16])([CH3:15])[C:12]([CH3:18])([CH3:17])[O:11]1.C([O-])(=O)C.[K+].[CH:24]([O:27][C:28]1[CH:33]=[CH:32][CH:31]=[C:30](OC(C)C)[C:29]=1C1C=CC=CC=1P1C(C)(C)CC2(OCCO2)CC1(C)C)(C)C.ClC1C=CC(OC)=CC=1. The catalyst is C1C=CC(/C=C/C(/C=C/C2C=CC=CC=2)=O)=CC=1.C1C=CC(/C=C/C(/C=C/C2C=CC=CC=2)=O)=CC=1.C1C=CC(/C=C/C(/C=C/C2C=CC=CC=2)=O)=CC=1.[Pd].[Pd].O1CCOCC1. The product is [CH3:24][O:27][C:28]1[CH:33]=[CH:32][C:31]([B:10]2[O:11][C:12]([CH3:17])([CH3:18])[C:13]([CH3:15])([CH3:16])[O:14]2)=[CH:30][CH:29]=1. The yield is 0.730. (3) The reactants are [CH2:1]([O:3][C:4]([C:6]1[O:7][C:8]2[C:13]([C:14](=[O:16])[CH:15]=1)=[CH:12][C:11]([O:17][CH2:18][CH3:19])=[CH:10][C:9]=2Br)=[O:5])[CH3:2].C1(P(C2C=CC=CC=2)C2C=CC3C(=CC=CC=3)C=2C2C3C(=CC=CC=3)C=CC=2P(C2C=CC=CC=2)C2C=CC=CC=2)C=CC=CC=1.[CH3:67][N:68]1[CH2:73][CH2:72][NH:71][CH2:70][CH2:69]1.C(=O)([O-])[O-].[Cs+].[Cs+]. The catalyst is C1(C)C=CC=CC=1. The product is [CH2:1]([O:3][C:4]([C:6]1[O:7][C:8]2[C:13]([C:14](=[O:16])[CH:15]=1)=[CH:12][C:11]([O:17][CH2:18][CH3:19])=[CH:10][C:9]=2[N:71]1[CH2:72][CH2:73][N:68]([CH3:67])[CH2:69][CH2:70]1)=[O:5])[CH3:2]. The yield is 0.750. (4) The reactants are [OH-].[Na+].[N+:3]([C:6]1[CH:7]=[C:8]([OH:13])[C:9]([OH:12])=[CH:10][CH:11]=1)([O-:5])=[O:4].I[CH:15]([CH3:17])[CH3:16]. The catalyst is CS(C)=O. The product is [CH:15]([O:12][C:9]1[CH:10]=[CH:11][C:6]([N+:3]([O-:5])=[O:4])=[CH:7][C:8]=1[OH:13])([CH3:17])[CH3:16]. The yield is 0.510. (5) The reactants are [N:1]([CH2:4][CH2:5][CH2:6][CH2:7][CH2:8][C:9]([O:11]C)=[O:10])=[N+:2]=[N-:3].CO.O.[Li+].[OH-]. The catalyst is [Cl-].[Na+].O. The product is [N:1]([CH2:4][CH2:5][CH2:6][CH2:7][CH2:8][C:9]([OH:11])=[O:10])=[N+:2]=[N-:3]. The yield is 0.930. (6) The reactants are [F:1][CH:2]([C:7]1[CH:12]=[CH:11][CH:10]=[C:9](I)[CH:8]=1)[CH2:3][CH2:4][CH:5]=[CH2:6].[F:14][CH:15]([F:25])[O:16][C:17]1[CH:22]=[CH:21][C:20]([C:23]#[CH:24])=[CH:19][CH:18]=1. The catalyst is CN(C=O)C.Cl[Pd](Cl)([P](C1C=CC=CC=1)(C1C=CC=CC=1)C1C=CC=CC=1)[P](C1C=CC=CC=1)(C1C=CC=CC=1)C1C=CC=CC=1.[Cu](I)I. The product is [F:14][CH:15]([F:25])[O:16][C:17]1[CH:22]=[CH:21][C:20]([C:23]#[C:24][C:9]2[CH:10]=[CH:11][CH:12]=[C:7]([CH:2]([F:1])[CH2:3][CH2:4][CH:5]=[CH2:6])[CH:8]=2)=[CH:19][CH:18]=1. The yield is 0.540. (7) The reactants are C(O[C:6]([N:8](C)[C@H:9]([C:19]([NH:21][C@H:22]([C:27]([N:29]([C@@H:31]([CH2:38][CH2:39][CH2:40][CH3:41])/[CH:32]=[C:33](/[C:35]([OH:37])=[O:36])\[CH3:34])[CH3:30])=[O:28])[C:23]([CH3:26])([CH3:25])[CH3:24])=[O:20])[C:10]([CH3:18])([CH3:17])[C:11]1[CH:16]=[CH:15][CH:14]=[CH:13][CH:12]=1)=O)(C)(C)C.[ClH:43]. No catalyst specified. The product is [ClH:43].[CH3:6][NH:8][C@H:9]([C:19]([NH:21][C@H:22]([C:27]([N:29]([C@@H:31]([CH2:38][CH2:39][CH2:40][CH3:41])/[CH:32]=[C:33](/[C:35]([OH:37])=[O:36])\[CH3:34])[CH3:30])=[O:28])[C:23]([CH3:26])([CH3:25])[CH3:24])=[O:20])[C:10]([CH3:18])([CH3:17])[C:11]1[CH:16]=[CH:15][CH:14]=[CH:13][CH:12]=1. The yield is 1.00. (8) The reactants are Cl.[Cl:2][C:3]1[CH:8]=[CH:7][CH:6]=[CH:5][C:4]=1[CH2:9][N:10]([C@H:23]1[CH2:27][CH2:26][N:25]([CH2:28][C:29]([CH3:31])=[CH2:30])[CH2:24]1)[C:11]1[CH:18]=[CH:17][C:14]([C:15]#[N:16])=[C:13]([C:19]([F:22])([F:21])[F:20])[CH:12]=1. The catalyst is CCO.CO.O=[Pt]=O. The product is [Cl:2][C:3]1[CH:8]=[CH:7][CH:6]=[CH:5][C:4]=1[CH2:9][N:10]([C@H:23]1[CH2:27][CH2:26][N:25]([CH2:28][CH:29]([CH3:31])[CH3:30])[CH2:24]1)[C:11]1[CH:18]=[CH:17][C:14]([C:15]#[N:16])=[C:13]([C:19]([F:20])([F:21])[F:22])[CH:12]=1. The yield is 0.410. (9) The reactants are [CH2:1]([O:8][C:9]1[C:10](=[O:29])[CH:11]=[C:12]([CH2:17][NH:18][S:19]([C:22]2[CH:27]=[CH:26][CH:25]=[CH:24][C:23]=2[CH3:28])(=[O:21])=[O:20])[O:13][C:14]=1[CH2:15][OH:16])[C:2]1[CH:7]=[CH:6][CH:5]=[CH:4][CH:3]=1.C(OC1C(=O)C=C(CNS(C2C=CC=CC=2)(=O)=O)OC=1C=O)C1C=CC=CC=1. No catalyst specified. The product is [CH2:1]([O:8][C:9]1[C:10](=[O:29])[CH:11]=[C:12]([CH2:17][NH:18][S:19]([C:22]2[CH:27]=[CH:26][CH:25]=[CH:24][C:23]=2[CH3:28])(=[O:21])=[O:20])[O:13][C:14]=1[CH:15]=[O:16])[C:2]1[CH:3]=[CH:4][CH:5]=[CH:6][CH:7]=1. The yield is 0.669.